This data is from Full USPTO retrosynthesis dataset with 1.9M reactions from patents (1976-2016). The task is: Predict the reactants needed to synthesize the given product. (1) Given the product [C:1]([O:5][C:6]([N:8]1[CH2:12][CH2:11][C@H:10]([OH:13])[C@H:9]1[C:14](=[O:16])[NH:22][CH2:21][C:20]1[CH:23]=[CH:24][CH:25]=[C:18]([Cl:17])[C:19]=1[F:26])=[O:7])([CH3:2])([CH3:3])[CH3:4], predict the reactants needed to synthesize it. The reactants are: [C:1]([O:5][C:6]([N:8]1[CH2:12][CH2:11][C@H:10]([OH:13])[C@H:9]1[C:14]([OH:16])=O)=[O:7])([CH3:4])([CH3:3])[CH3:2].[Cl:17][C:18]1[C:19]([F:26])=[C:20]([CH:23]=[CH:24][CH:25]=1)[CH2:21][NH2:22].CN(C(ON1N=NC2C=CC=CC1=2)=[N+](C)C)C.F[P-](F)(F)(F)(F)F.CCN(C(C)C)C(C)C. (2) Given the product [NH:24]1[C:25]2[C:21](=[C:20]([C:18]3[CH:17]=[C:16]4[C:12]([CH:13]=[N:14][NH:15]4)=[C:11]([NH:10][C:8]([C:6]4[CH:5]=[CH:4][CH:3]=[C:2]([N:30]([CH3:29])[CH:31]5[CH2:36][CH2:35][O:34][CH2:33][CH2:32]5)[N:7]=4)=[O:9])[CH:19]=3)[CH:28]=[CH:27][CH:26]=2)[CH:22]=[CH:23]1, predict the reactants needed to synthesize it. The reactants are: F[C:2]1[N:7]=[C:6]([C:8]([NH:10][C:11]2[CH:19]=[C:18]([C:20]3[CH:28]=[CH:27][CH:26]=[C:25]4[C:21]=3[CH:22]=[CH:23][NH:24]4)[CH:17]=[C:16]3[C:12]=2[CH:13]=[N:14][NH:15]3)=[O:9])[CH:5]=[CH:4][CH:3]=1.[CH3:29][NH:30][CH:31]1[CH2:36][CH2:35][O:34][CH2:33][CH2:32]1.CCN(C(C)C)C(C)C.